Dataset: Forward reaction prediction with 1.9M reactions from USPTO patents (1976-2016). Task: Predict the product of the given reaction. Given the reactants [F:1][C:2]([F:14])([F:13])[CH:3]1[C:11]2[C:6](=[CH:7][CH:8]=[C:9]([OH:12])[CH:10]=2)[CH2:5][O:4]1.F[C:16]1[N:21]=[CH:20][C:19]([N:22]2[C:26](=[O:27])[C:25]([CH3:29])([CH3:28])[NH:24][C:23]2=[O:30])=[CH:18][C:17]=1[CH3:31].CN(C=O)C, predict the reaction product. The product is: [CH3:28][C:25]1([CH3:29])[NH:24][C:23](=[O:30])[N:22]([C:19]2[CH:20]=[N:21][C:16]([O:12][C:9]3[CH:8]=[CH:7][C:6]4[CH2:5][O:4][CH:3]([C:2]([F:1])([F:13])[F:14])[C:11]=4[CH:10]=3)=[C:17]([CH3:31])[CH:18]=2)[C:26]1=[O:27].